Dataset: Forward reaction prediction with 1.9M reactions from USPTO patents (1976-2016). Task: Predict the product of the given reaction. (1) Given the reactants Cl.[CH3:2][O:3][C:4]1[CH:5]=[C:6]([C:12]2[C:13]([CH3:25])([CH3:24])[C:14](=[O:23])[N:15]([CH:17]3[CH2:22][CH2:21][NH:20][CH2:19][CH2:18]3)[N:16]=2)[CH:7]=[CH:8][C:9]=1[O:10][CH3:11].[N:26]1[C:35]2[C:30](=[CH:31][CH:32]=[C:33]([C:36](O)=[O:37])[CH:34]=2)[CH:29]=[CH:28][CH:27]=1, predict the reaction product. The product is: [CH3:2][O:3][C:4]1[CH:5]=[C:6]([C:12]2[C:13]([CH3:25])([CH3:24])[C:14](=[O:23])[N:15]([CH:17]3[CH2:22][CH2:21][N:20]([C:36]([C:33]4[CH:34]=[C:35]5[C:30]([CH:29]=[CH:28][CH:27]=[N:26]5)=[CH:31][CH:32]=4)=[O:37])[CH2:19][CH2:18]3)[N:16]=2)[CH:7]=[CH:8][C:9]=1[O:10][CH3:11]. (2) Given the reactants [CH3:1][N:2]1[C:10]2[N:9]=[C:8]3[NH:11][CH2:12][CH2:13][N:7]3[C:6]=2[C:5](=[O:14])[N:4]([CH2:15][CH2:16][CH2:17][CH2:18][C@H:19]([O:21][Si:22]([C:25]([CH3:28])([CH3:27])[CH3:26])([CH3:24])[CH3:23])[CH3:20])[C:3]1=[O:29].[C:30](OC(=O)C)(=[O:32])[CH3:31].CO, predict the reaction product. The product is: [C:30]([N:11]1[C:8]2=[N:9][C:10]3[N:2]([CH3:1])[C:3](=[O:29])[N:4]([CH2:15][CH2:16][CH2:17][CH2:18][C@H:19]([O:21][Si:22]([C:25]([CH3:28])([CH3:27])[CH3:26])([CH3:23])[CH3:24])[CH3:20])[C:5](=[O:14])[C:6]=3[N:7]2[CH2:13][CH2:12]1)(=[O:32])[CH3:31]. (3) Given the reactants C(N(CC)CC)C.Cl.[F:9][C@H:10]1[CH2:14][CH2:13][NH:12][CH2:11]1.[CH2:15]([C:19]1[N:20]=[C:21]([NH:34][CH2:35][C:36]2[CH:41]=[CH:40][C:39]([O:42][CH3:43])=[CH:38][C:37]=2[O:44][CH3:45])[C:22]2[NH:27][N:26]=[C:25]([C:28]#[C:29][CH2:30][CH2:31][CH2:32]Cl)[C:23]=2[N:24]=1)[CH2:16][CH2:17][CH3:18], predict the reaction product. The product is: [CH2:15]([C:19]1[N:20]=[C:21]([NH:34][CH2:35][C:36]2[CH:41]=[CH:40][C:39]([O:42][CH3:43])=[CH:38][C:37]=2[O:44][CH3:45])[C:22]2[NH:27][N:26]=[C:25]([CH2:28][CH2:29][CH2:30][CH2:31][CH2:32][N:12]3[CH2:13][CH2:14][C@H:10]([F:9])[CH2:11]3)[C:23]=2[N:24]=1)[CH2:16][CH2:17][CH3:18]. (4) Given the reactants [F:1][C@H:2]1[C@H:6]([CH3:7])[N:5]([S:8]([C:11]2[CH:16]=[CH:15][C:14]([F:17])=[CH:13][CH:12]=2)(=[O:10])=[O:9])[C@H:4]([C:18]([NH:20][CH2:21][C:22]2[C:27]([F:28])=[CH:26][N:25]=[C:24]([CH:29]3[CH2:34][CH2:33][NH:32][CH2:31][CH2:30]3)[CH:23]=2)=[O:19])[CH2:3]1.FC(F)(F)S(O[CH2:41][C:42]([F:48])([F:47])[C:43]([F:46])([F:45])[F:44])(=O)=O.C(N(C(C)C)CC)(C)C, predict the reaction product. The product is: [F:1][C@H:2]1[C@H:6]([CH3:7])[N:5]([S:8]([C:11]2[CH:12]=[CH:13][C:14]([F:17])=[CH:15][CH:16]=2)(=[O:9])=[O:10])[C@H:4]([C:18]([NH:20][CH2:21][C:22]2[C:27]([F:28])=[CH:26][N:25]=[C:24]([CH:29]3[CH2:34][CH2:33][N:32]([CH2:41][C:42]([F:48])([F:47])[C:43]([F:46])([F:45])[F:44])[CH2:31][CH2:30]3)[CH:23]=2)=[O:19])[CH2:3]1. (5) Given the reactants [Br:1][C:2]1[C:10]2[C:9]([NH:11][C:12]3[CH:13]=[C:14]4[CH:22]=[N:21][NH:20][C:15]4=[N:16][C:17]=3[O:18]C)=[N:8][CH:7]=[N:6][C:5]=2[NH:4][C:3]=1[C:23]([OH:25])=O.BrC1[C:35]2[C:34]([NH:36][C:37]3C=C4C=NNC4=NC=3O)=N[CH:32]=[N:31][C:30]=2NC=1C(O)=O.[CH2:50](NCCN(C)C)C, predict the reaction product. The product is: [Br:1][C:2]1[C:10]2[C:9]([NH:11][C:12]3[CH:13]=[C:14]4[CH:22]=[N:21][NH:20][C:15]4=[N:16][C:17]=3[OH:18])=[N:8][CH:7]=[N:6][C:5]=2[NH:4][C:3]=1[C:23]([N:36]([CH2:34][CH2:35][CH2:30][N:31]([CH3:32])[CH3:50])[CH3:37])=[O:25]. (6) Given the reactants [Cl:1][C:2]1[CH:7]=[CH:6][C:5]([C:8]2[C:14]3[CH:15]=[C:16]([O:19][CH3:20])[CH:17]=[CH:18][C:13]=3[N:12]3[C:21]([CH3:24])=[N:22][N:23]=[C:11]3[C@H:10]([CH2:25][C:26](O)=[O:27])[N:9]=2)=[CH:4][CH:3]=1.CN(C(ON1N=NC2C=CC=NC1=2)=[N+](C)C)C.F[P-](F)(F)(F)(F)F.CCN(C(C)C)C(C)C.[NH2:62][CH2:63][C:64]1[CH:65]=[C:66]([OH:71])[C:67]([OH:70])=[CH:68][CH:69]=1, predict the reaction product. The product is: [Cl:1][C:2]1[CH:7]=[CH:6][C:5]([C:8]2[C:14]3[CH:15]=[C:16]([O:19][CH3:20])[CH:17]=[CH:18][C:13]=3[N:12]3[C:21]([CH3:24])=[N:22][N:23]=[C:11]3[C@H:10]([CH2:25][C:26]([NH:62][CH2:63][C:64]3[CH:69]=[CH:68][C:67]([OH:70])=[C:66]([OH:71])[CH:65]=3)=[O:27])[N:9]=2)=[CH:4][CH:3]=1. (7) Given the reactants C(OC([NH:8][C:9]1[CH:14]=[CH:13][C:12]([NH:15][C:16]2[C:21]([F:22])=[CH:20][N:19]=[C:18]([Cl:23])[N:17]=2)=[CH:11][C:10]=1[CH2:24][CH2:25][C:26]1[CH:27]=[C:28]([NH:32]C(=O)OC(C)(C)C)[CH:29]=[N:30][CH:31]=1)=O)(C)(C)C.CO.[ClH:42], predict the reaction product. The product is: [ClH:23].[ClH:42].[ClH:23].[NH2:32][C:28]1[CH:27]=[C:26]([CH2:25][CH2:24][C:10]2[CH:11]=[C:12]([NH:15][C:16]3[C:21]([F:22])=[CH:20][N:19]=[C:18]([Cl:23])[N:17]=3)[CH:13]=[CH:14][C:9]=2[NH2:8])[CH:31]=[N:30][CH:29]=1. (8) Given the reactants Cl[C:2]1[C:7]2=[N:8][N:9]=[CH:10][N:6]2[N:5]=[C:4]([C:11]2[CH:16]=[CH:15][C:14]([Cl:17])=[CH:13][C:12]=2[Cl:18])[N:3]=1.Cl.[NH2:20][C:21]1[C:26]([C:27]#[N:28])=[CH:25][CH:24]=[C:23]([NH:29][CH:30]2[CH2:35][CH2:34][CH2:33][NH:32][CH2:31]2)[N:22]=1.C(N(CC)C(C)C)(C)C, predict the reaction product. The product is: [NH2:20][C:21]1[C:26]([C:27]#[N:28])=[CH:25][CH:24]=[C:23]([NH:29][CH:30]2[CH2:35][CH2:34][CH2:33][N:32]([C:2]3[C:7]4=[N:8][N:9]=[CH:10][N:6]4[N:5]=[C:4]([C:11]4[CH:16]=[CH:15][C:14]([Cl:17])=[CH:13][C:12]=4[Cl:18])[N:3]=3)[CH2:31]2)[N:22]=1.